This data is from Forward reaction prediction with 1.9M reactions from USPTO patents (1976-2016). The task is: Predict the product of the given reaction. (1) Given the reactants CS[C:3]1[O:4][C:5]2[CH:11]=[CH:10][C:9]([S:12]([NH2:15])(=[O:14])=[O:13])=[CH:8][C:6]=2[N:7]=1.[NH2:16][CH:17]1[CH2:22][CH2:21][N:20]([C:23]([O:25][CH2:26][CH3:27])=[O:24])[CH2:19][CH2:18]1, predict the reaction product. The product is: [CH2:26]([O:25][C:23]([N:20]1[CH2:19][CH2:18][CH:17]([NH:16][C:3]2[O:4][C:5]3[CH:11]=[CH:10][C:9]([S:12](=[O:14])(=[O:13])[NH2:15])=[CH:8][C:6]=3[N:7]=2)[CH2:22][CH2:21]1)=[O:24])[CH3:27]. (2) Given the reactants [C:1]([C:3]1[CH:4]=[CH:5][C:6]2[N:7]([C:9]([C:12]([O-:14])=O)=[CH:10][N:11]=2)[CH:8]=1)#[N:2].[Li+].ClC1C=C(Cl)C=C(Cl)C=1C(Cl)=O.[CH3:28][C:29]1[C:37]2[C:36]([NH2:38])=[CH:35][CH:34]=[CH:33][C:32]=2[N:31]([CH2:39][C:40]2[CH:45]=[CH:44][CH:43]=[C:42]([CH3:46])[N:41]=2)[N:30]=1.C(=O)(O)[O-].[Na+], predict the reaction product. The product is: [C:1]([C:3]1[CH:4]=[CH:5][C:6]2[N:7]([C:9]([C:12]([NH:38][C:36]3[CH:35]=[CH:34][CH:33]=[C:32]4[C:37]=3[C:29]([CH3:28])=[N:30][N:31]4[CH2:39][C:40]3[CH:45]=[CH:44][CH:43]=[C:42]([CH3:46])[N:41]=3)=[O:14])=[CH:10][N:11]=2)[CH:8]=1)#[N:2]. (3) Given the reactants C([O:5][P:6]([CH:13]([F:26])[C:14]1[CH:19]=[CH:18][C:17]([C:20]2[CH:25]=[CH:24][CH:23]=[CH:22][N:21]=2)=[CH:16][CH:15]=1)(=[O:12])[O:7]C(C)(C)C)(C)(C)C, predict the reaction product. The product is: [F:26][CH:13]([P:6](=[O:5])([OH:12])[OH:7])[C:14]1[CH:19]=[CH:18][C:17]([C:20]2[CH:25]=[CH:24][CH:23]=[CH:22][N:21]=2)=[CH:16][CH:15]=1. (4) Given the reactants [NH2:1][CH2:2][C:3]([NH:5][C@H:6]([CH2:10][C@H:11]([NH:27][C:28]([C:30]1[N:31]=[N:32][NH:33][CH:34]=1)=[O:29])[CH2:12][C:13]1[CH:18]=[CH:17][C:16]([C:19]2[CH:24]=[C:23]([Cl:25])[CH:22]=[CH:21][C:20]=2[F:26])=[CH:15][CH:14]=1)[C:7]([OH:9])=[O:8])=[O:4].Cl[C:36]([O:38][CH3:39])=[O:37].CCN(C(C)C)C(C)C, predict the reaction product. The product is: [Cl:25][C:23]1[CH:22]=[CH:21][C:20]([F:26])=[C:19]([C:16]2[CH:17]=[CH:18][C:13]([CH2:12][C@@H:11]([NH:27][C:28]([C:30]3[N:31]=[N:32][NH:33][CH:34]=3)=[O:29])[CH2:10][C@@H:6]([NH:5][C:3](=[O:4])[CH2:2][NH:1][C:36]([O:38][CH3:39])=[O:37])[C:7]([OH:9])=[O:8])=[CH:14][CH:15]=2)[CH:24]=1. (5) Given the reactants C([O:4][C:5]1[C:6]([C:28]([CH3:31])([CH3:30])[CH3:29])=[CH:7][C:8]2[O:12][C:11]([CH2:18][CH2:19][CH2:20][CH2:21][CH3:22])([CH2:13][CH2:14][CH2:15][CH2:16][CH3:17])[CH2:10][C:9]=2[C:23]=1[C:24]([CH3:27])([CH3:26])[CH3:25])(=O)C.CC(C)([O-])C.[K+], predict the reaction product. The product is: [C:24]([C:23]1[C:9]2[CH2:10][C:11]([CH2:13][CH2:14][CH2:15][CH2:16][CH3:17])([CH2:18][CH2:19][CH2:20][CH2:21][CH3:22])[O:12][C:8]=2[CH:7]=[C:6]([C:28]([CH3:29])([CH3:31])[CH3:30])[C:5]=1[OH:4])([CH3:25])([CH3:27])[CH3:26].